Regression. Given two drug SMILES strings and cell line genomic features, predict the synergy score measuring deviation from expected non-interaction effect. From a dataset of NCI-60 drug combinations with 297,098 pairs across 59 cell lines. (1) Drug 1: CCCCCOC(=O)NC1=NC(=O)N(C=C1F)C2C(C(C(O2)C)O)O. Drug 2: CC(C)NC(=O)C1=CC=C(C=C1)CNNC.Cl. Cell line: NCIH23. Synergy scores: CSS=5.06, Synergy_ZIP=-0.0512, Synergy_Bliss=1.67, Synergy_Loewe=1.39, Synergy_HSA=2.74. (2) Drug 1: CN1CCC(CC1)COC2=C(C=C3C(=C2)N=CN=C3NC4=C(C=C(C=C4)Br)F)OC. Drug 2: CS(=O)(=O)OCCCCOS(=O)(=O)C. Cell line: SNB-75. Synergy scores: CSS=7.81, Synergy_ZIP=-2.33, Synergy_Bliss=1.95, Synergy_Loewe=-2.98, Synergy_HSA=2.10. (3) Drug 1: CCC1=CC2CC(C3=C(CN(C2)C1)C4=CC=CC=C4N3)(C5=C(C=C6C(=C5)C78CCN9C7C(C=CC9)(C(C(C8N6C)(C(=O)OC)O)OC(=O)C)CC)OC)C(=O)OC.C(C(C(=O)O)O)(C(=O)O)O. Drug 2: CN(CCCl)CCCl.Cl. Cell line: HOP-92. Synergy scores: CSS=33.5, Synergy_ZIP=-8.41, Synergy_Bliss=-2.28, Synergy_Loewe=-12.1, Synergy_HSA=1.92. (4) Drug 1: CCC1(CC2CC(C3=C(CCN(C2)C1)C4=CC=CC=C4N3)(C5=C(C=C6C(=C5)C78CCN9C7C(C=CC9)(C(C(C8N6C=O)(C(=O)OC)O)OC(=O)C)CC)OC)C(=O)OC)O.OS(=O)(=O)O. Drug 2: CCCCC(=O)OCC(=O)C1(CC(C2=C(C1)C(=C3C(=C2O)C(=O)C4=C(C3=O)C=CC=C4OC)O)OC5CC(C(C(O5)C)O)NC(=O)C(F)(F)F)O. Cell line: SK-OV-3. Synergy scores: CSS=40.6, Synergy_ZIP=7.48, Synergy_Bliss=8.89, Synergy_Loewe=-1.33, Synergy_HSA=6.18.